This data is from Forward reaction prediction with 1.9M reactions from USPTO patents (1976-2016). The task is: Predict the product of the given reaction. Given the reactants BrC1C=CC(OCC(N)=O)=C(C#N)C=1.ClC1C=CC(O)=C(C=1)C#N.[Cl:25][C:26]1[CH:27]=[CH:28][C:29]2[O:38][C:37]3[C:36](=[O:39])[NH:35]C(CN4CC[C@H](O)C4)=[N:33][C:32]=3[C:30]=2[CH:31]=1, predict the reaction product. The product is: [Cl:25][C:26]1[CH:27]=[CH:28][C:29]([O:38][CH2:37][C:36]([NH2:35])=[O:39])=[C:30]([C:32]#[N:33])[CH:31]=1.